Dataset: Catalyst prediction with 721,799 reactions and 888 catalyst types from USPTO. Task: Predict which catalyst facilitates the given reaction. (1) Reactant: [C:1]([C:4]1[CH:9]=[CH:8][C:7]([C@@H:10]([NH:12][C:13](=[O:15])[CH3:14])[CH3:11])=[CH:6][CH:5]=1)(=O)[CH3:2].[Cl:16][C:17]1[CH:18]=[C:19]([C:24](=[O:29])[C:25]([F:28])([F:27])[F:26])[CH:20]=[C:21]([Cl:23])[CH:22]=1.C([N:32](CC)CC)C.C(=O)([O-])[O-].[K+].[K+]. Product: [Cl:16][C:17]1[CH:18]=[C:19]([C:24]2([C:25]([F:26])([F:27])[F:28])[O:29][N:32]=[C:1]([C:4]3[CH:9]=[CH:8][C:7]([C@@H:10]([NH:12][C:13](=[O:15])[CH3:14])[CH3:11])=[CH:6][CH:5]=3)[CH2:2]2)[CH:20]=[C:21]([Cl:23])[CH:22]=1. The catalyst class is: 325. (2) Reactant: [N-:1]=[N+:2]=[N-:3].[Na+].[CH2:5]([C@@H:12]1[CH2:16][O:15][C:14](=[O:17])[N:13]1[C:18](=[O:23])[CH2:19][CH2:20][CH2:21]Br)[C:6]1[CH:11]=[CH:10][CH:9]=[CH:8][CH:7]=1.[Cl-].[Na+].C(OCC)(=O)C. Product: [N:1]([CH2:21][CH2:20][CH2:19][C:18]([N:13]1[C@H:12]([CH2:5][C:6]2[CH:11]=[CH:10][CH:9]=[CH:8][CH:7]=2)[CH2:16][O:15][C:14]1=[O:17])=[O:23])=[N+:2]=[N-:3]. The catalyst class is: 9. (3) Reactant: C[O-].[Na+].[N:4]1([C:9]2[N:17]=[CH:16][N:15]=[C:14]3[C:10]=2[N:11]=[CH:12][N:13]3[C@@H:18]2[O:30][C@H:29]([CH2:31][O:32]C(=O)C)[C@@H:24]([O:25]C(=O)C)[C@H:19]2[O:20]C(=O)C)[CH:8]=[N:7][CH:6]=[N:5]1. Product: [C@@H:18]1([N:13]2[CH:12]=[N:11][C:10]3[C:14]2=[N:15][CH:16]=[N:17][C:9]=3[N:4]2[CH:8]=[N:7][CH:6]=[N:5]2)[O:30][C@H:29]([CH2:31][OH:32])[C@@H:24]([OH:25])[C@H:19]1[OH:20]. The catalyst class is: 130. (4) Reactant: [Br:1][C:2]1[CH:7]=[CH:6][C:5](/[C:8](/[C:19]([F:22])([F:21])[F:20])=[CH:9]/[C:10]([C:12]2[CH:17]=[CH:16][C:15]([CH3:18])=[CH:14][CH:13]=2)=[O:11])=[CH:4][CH:3]=1.[NH4+:23].[OH-]. Product: [NH2:23][C:8]([C:5]1[CH:6]=[CH:7][C:2]([Br:1])=[CH:3][CH:4]=1)([C:19]([F:20])([F:21])[F:22])[CH2:9][C:10]([C:12]1[CH:17]=[CH:16][C:15]([CH3:18])=[CH:14][CH:13]=1)=[O:11]. The catalyst class is: 16. (5) Reactant: [Cl:1][C:2]1[N:7]=[C:6](Cl)[N:5]=[C:4]([N:9]2[CH2:14][CH2:13][N:12]([C:15]3[CH:20]=[CH:19][C:18]([F:21])=[CH:17][CH:16]=3)[CH2:11][CH2:10]2)[N:3]=1.[OH-:22].[Na+].Cl. Product: [Cl:1][C:2]1[NH:7][C:6](=[O:22])[N:5]=[C:4]([N:9]2[CH2:14][CH2:13][N:12]([C:15]3[CH:20]=[CH:19][C:18]([F:21])=[CH:17][CH:16]=3)[CH2:11][CH2:10]2)[N:3]=1. The catalyst class is: 7.